This data is from Peptide-MHC class I binding affinity with 185,985 pairs from IEDB/IMGT. The task is: Regression. Given a peptide amino acid sequence and an MHC pseudo amino acid sequence, predict their binding affinity value. This is MHC class I binding data. (1) The peptide sequence is MAFILGIII. The MHC is HLA-A68:02 with pseudo-sequence HLA-A68:02. The binding affinity (normalized) is 0.214. (2) The peptide sequence is YVPHFKVGWAW. The MHC is Mamu-B17 with pseudo-sequence Mamu-B17. The binding affinity (normalized) is 0.553.